The task is: Predict the product of the given reaction.. This data is from Forward reaction prediction with 1.9M reactions from USPTO patents (1976-2016). (1) Given the reactants Cl[C:2]1[S:6][C:5]([C:7](=[O:9])[CH3:8])=[CH:4][C:3]=1[N+:10]([O-:12])=[O:11].[CH:13]1[C:22]2[C:17](=[CH:18][CH:19]=[CH:20][CH:21]=2)[CH:16]=[CH:15][C:14]=1[SH:23], predict the reaction product. The product is: [CH:13]1[C:22]2[C:17](=[CH:18][CH:19]=[CH:20][CH:21]=2)[CH:16]=[CH:15][C:14]=1[S:23][C:2]1[S:6][C:5]([C:7](=[O:9])[CH3:8])=[CH:4][C:3]=1[N+:10]([O-:12])=[O:11]. (2) The product is: [Cl:20][C:17]1[CH:18]=[CH:19][C:14]([C@@H:9]([O:8][C:6]2[N:5]=[C:4]([S:27]([CH3:30])(=[O:29])=[O:28])[N:3]=[C:2]([N:38]3[CH2:37][CH2:36][C:35]4([CH2:31][N:32]([C:46]([O:48][CH2:49][C:50]5[CH:51]=[CH:52][CH:53]=[CH:54][CH:55]=5)=[O:47])[C@H:33]([C:41]([O:43][CH2:44][CH3:45])=[O:42])[CH2:34]4)[CH2:40][CH2:39]3)[CH:7]=2)[C:10]([F:12])([F:13])[F:11])=[C:15]([N:21]2[CH:25]=[CH:24][C:23]([CH3:26])=[N:22]2)[CH:16]=1. Given the reactants Cl[C:2]1[CH:7]=[C:6]([O:8][C@H:9]([C:14]2[CH:19]=[CH:18][C:17]([Cl:20])=[CH:16][C:15]=2[N:21]2[CH:25]=[CH:24][C:23]([CH3:26])=[N:22]2)[C:10]([F:13])([F:12])[F:11])[N:5]=[C:4]([S:27]([CH3:30])(=[O:29])=[O:28])[N:3]=1.[CH2:31]1[C:35]2([CH2:40][CH2:39][NH:38][CH2:37][CH2:36]2)[CH2:34][CH:33]([C:41]([O:43][CH2:44][CH3:45])=[O:42])[N:32]1[C:46]([O:48][CH2:49][C:50]1[CH:55]=[CH:54][CH:53]=[CH:52][CH:51]=1)=[O:47].C([O-])([O-])=O.[Cs+].[Cs+], predict the reaction product. (3) The product is: [Br:9][CH2:8][CH2:7][CH2:6][CH2:5][CH2:4][CH2:3][O:2][C:1]([O:10][CH2:11]/[C:12](/[C:22]1[CH:27]=[CH:26][C:25]([S:28]([CH3:31])(=[O:29])=[O:30])=[CH:24][CH:23]=1)=[C:13](/[C:16]1[CH:17]=[CH:18][CH:19]=[CH:20][CH:21]=1)\[C:14]([OH:35])=[O:15])=[O:32]. Given the reactants [C:1](=[O:32])([O:10][CH2:11]/[C:12](/[C:22]1[CH:27]=[CH:26][C:25]([S:28]([CH3:31])(=[O:30])=[O:29])=[CH:24][CH:23]=1)=[C:13](/[C:16]1[CH:21]=[CH:20][CH:19]=[CH:18][CH:17]=1)\[CH2:14][OH:15])[O:2][CH2:3][CH2:4][CH2:5][CH2:6][CH2:7][CH2:8][Br:9].CC(OI1(OC(C)=O)(OC(C)=O)OC(=O)C2C=CC=CC1=2)=[O:35].CC(=CC)C.P(=O)(O)(O)O.[O-]Cl=O.[Na+], predict the reaction product. (4) Given the reactants Cl[C:2]1[CH:3]=[CH:4][C:5]2[N:6]=[CH:7][N:8]=[C:9]([NH:12][CH:13]3[CH2:16][CH2:15][CH2:14]3)[C:10]=2[N:11]=1.[Cl:17][C:18]1[C:23]([NH:24][S:25]([C:28]2[CH:33]=[CH:32][C:31]([F:34])=[CH:30][C:29]=2[F:35])(=[O:27])=[O:26])=[CH:22][C:21](B2OC(C)(C)C(C)(C)O2)=[CH:20][N:19]=1.C(=O)(O)[O-].[Na+], predict the reaction product. The product is: [Cl:17][C:18]1[C:23]([NH:24][S:25]([C:28]2[CH:33]=[CH:32][C:31]([F:34])=[CH:30][C:29]=2[F:35])(=[O:27])=[O:26])=[CH:22][C:21]([C:2]2[CH:3]=[CH:4][C:5]3[N:6]=[CH:7][N:8]=[C:9]([NH:12][CH:13]4[CH2:16][CH2:15][CH2:14]4)[C:10]=3[N:11]=2)=[CH:20][N:19]=1. (5) Given the reactants OCCN(CCO)[CH2:5][CH2:6][CH2:7][O:8][C:9]1C=C[C:12](C(C2C=CC=CC=2)=O)=[CH:11][CH:10]=1.N(C1CCC(CC2CCC(N=C=O)CC2)CC1)=C=[O:28], predict the reaction product. The product is: [CH3:12][CH2:11][CH2:10][CH2:9][O:8][C:7]([CH:6]=[CH2:5])=[O:28]. (6) Given the reactants CC1[S:13][CH2:12][C:4]2([CH:9]3[CH2:10][CH2:11][N:6]([CH2:7][CH2:8]3)[CH2:5]2)[O:3]1.C=C1C2CCN(CC2)C1.S, predict the reaction product. The product is: [OH:3][C:4]1([CH2:12][SH:13])[CH:9]2[CH2:10][CH2:11][N:6]([CH2:7][CH2:8]2)[CH2:5]1. (7) Given the reactants [O:1]=[C:2]1[CH2:5][CH:4]([C:6]([OH:8])=[O:7])[CH2:3]1.C1CCC(N=C=N[CH:18]2[CH2:23][CH2:22]CCC2)CC1.[CH3:24]CC(O)C, predict the reaction product. The product is: [O:1]=[C:2]1[CH2:5][CH:4]([C:6]([O:8][C:23]([CH3:22])([CH3:18])[CH3:24])=[O:7])[CH2:3]1.